This data is from NCI-60 drug combinations with 297,098 pairs across 59 cell lines. The task is: Regression. Given two drug SMILES strings and cell line genomic features, predict the synergy score measuring deviation from expected non-interaction effect. Drug 1: CN(C)C1=NC(=NC(=N1)N(C)C)N(C)C. Drug 2: C1C(C(OC1N2C=NC(=NC2=O)N)CO)O. Cell line: NCI-H522. Synergy scores: CSS=9.09, Synergy_ZIP=-2.50, Synergy_Bliss=0.108, Synergy_Loewe=-28.3, Synergy_HSA=-3.01.